From a dataset of Catalyst prediction with 721,799 reactions and 888 catalyst types from USPTO. Predict which catalyst facilitates the given reaction. Reactant: [O:1]1[C:5]2[CH:6]=[CH:7][CH:8]=[CH:9][C:4]=2[C:3]([NH:10][C:11]2[CH:16]=[CH:15][C:14](B3OC(C)(C)C(C)(C)O3)=[CH:13][CH:12]=2)=[N:2]1.[NH2:26][C:27]1[N:32]=[CH:31][N:30]=[C:29]2[N:33]([CH:37]3[CH2:42][CH2:41][N:40]([C:43]([O:45][C:46]([CH3:49])([CH3:48])[CH3:47])=[O:44])[CH2:39][CH2:38]3)[N:34]=[C:35](I)[C:28]=12.C(=O)([O-])[O-].[Na+].[Na+]. Product: [NH2:26][C:27]1[N:32]=[CH:31][N:30]=[C:29]2[N:33]([CH:37]3[CH2:42][CH2:41][N:40]([C:43]([O:45][C:46]([CH3:49])([CH3:48])[CH3:47])=[O:44])[CH2:39][CH2:38]3)[N:34]=[C:35]([C:14]3[CH:13]=[CH:12][C:11]([NH:10][C:3]4[C:4]5[CH:9]=[CH:8][CH:7]=[CH:6][C:5]=5[O:1][N:2]=4)=[CH:16][CH:15]=3)[C:28]=12. The catalyst class is: 149.